From a dataset of Full USPTO retrosynthesis dataset with 1.9M reactions from patents (1976-2016). Predict the reactants needed to synthesize the given product. Given the product [C:10]([C:9]1[O:14][C:5]2[C:6]([C:23]([C@@H:25]3[CH2:30][CH2:29][CH2:28][N:27]([C:31]([O:33][C:34]([CH3:37])([CH3:36])[CH3:35])=[O:32])[CH2:26]3)=[O:24])=[CH:7][CH:2]=[CH:3][C:4]=2[N:8]=1)([CH3:13])([CH3:12])[CH3:11], predict the reactants needed to synthesize it. The reactants are: F[C:2]1[CH:3]=[C:4]([NH:8][C:9](=[O:14])[C:10]([CH3:13])([CH3:12])[CH3:11])[CH:5]=[CH:6][CH:7]=1.[Li]CCCC.CON(C)[C:23]([C@@H:25]1[CH2:30][CH2:29][CH2:28][N:27]([C:31]([O:33][C:34]([CH3:37])([CH3:36])[CH3:35])=[O:32])[CH2:26]1)=[O:24].Cl.